From a dataset of Forward reaction prediction with 1.9M reactions from USPTO patents (1976-2016). Predict the product of the given reaction. (1) Given the reactants C([O:9][C:10]1[C:15](=[O:16])[N:14]2[CH2:17][CH2:18][CH2:19][C:13]2=[N:12][CH:11]=1)(=O)C1C=CC=CC=1.[F:20][C:21]1[CH:28]=[CH:27][C:24]([CH2:25][NH2:26])=[CH:23][CH:22]=1.[CH3:29][OH:30], predict the reaction product. The product is: [F:20][C:21]1[CH:28]=[CH:27][C:24]([CH2:25][NH:26][C:29]([C:11]2[N:12]=[C:13]3[CH2:19][CH2:18][CH2:17][N:14]3[C:15](=[O:16])[C:10]=2[OH:9])=[O:30])=[CH:23][CH:22]=1. (2) The product is: [CH3:1][O:2][C:3]1[CH:4]=[C:5]([CH:30]=[CH:31][C:32]=1[O:33][CH3:34])[CH2:6][NH:7][C:8]1[N:13]2[N:14]=[C:15]([C:17]3[O:18][CH:19]=[CH:20][CH:21]=3)[N:16]=[C:12]2[CH:11]=[C:10]([C:22]2[CH:27]=[CH:26][C:25]([CH2:28][OH:29])=[CH:24][CH:23]=2)[N:9]=1. Given the reactants [CH3:1][O:2][C:3]1[CH:4]=[C:5]([CH:30]=[CH:31][C:32]=1[O:33][CH3:34])[CH2:6][NH:7][C:8]1[N:13]2[N:14]=[C:15]([C:17]3[O:18][CH:19]=[CH:20][CH:21]=3)[N:16]=[C:12]2[CH:11]=[C:10]([C:22]2[CH:27]=[CH:26][C:25]([CH:28]=[O:29])=[CH:24][CH:23]=2)[N:9]=1.[BH4-].[Na+], predict the reaction product.